From a dataset of Catalyst prediction with 721,799 reactions and 888 catalyst types from USPTO. Predict which catalyst facilitates the given reaction. (1) Reactant: [NH2:1][C:2]1[C:3]2[C:10]([C:11]3[CH:16]=[CH:15][CH:14]=[CH:13][CH:12]=3)=[C:9]([C:17]3[CH:22]=[CH:21][CH:20]=[CH:19][CH:18]=3)[O:8][C:4]=2[N:5]=[CH:6][N:7]=1.Br[CH2:24][C:25]1([CH3:30])[O:29][CH2:28][CH2:27][O:26]1.[OH-].[Na+]. Product: [C:11]1([C:10]2[C:3]3[C:2]([NH:1][CH2:24][C:25]4([CH3:30])[O:29][CH2:28][CH2:27][O:26]4)=[N:7][CH:6]=[N:5][C:4]=3[O:8][C:9]=2[C:17]2[CH:18]=[CH:19][CH:20]=[CH:21][CH:22]=2)[CH:16]=[CH:15][CH:14]=[CH:13][CH:12]=1. The catalyst class is: 3. (2) The catalyst class is: 7. Reactant: C([S:4][CH2:5][C:6]1[C@:7]2([CH2:24][CH2:23][C@H:22]3[C:12](=[CH:13][CH:14]=[C:15]4[C@:20]3([CH3:21])[C@@H:19]([O:25][Si:26]([C:29]([CH3:32])([CH3:31])[CH3:30])([CH3:28])[CH3:27])[CH2:18][C@H:17]([O:33][Si:34]([C:37]([CH3:40])([CH3:39])[CH3:38])([CH3:36])[CH3:35])[CH2:16]4)[C@@H:9]2[CH2:10][CH:11]=1)[CH3:8])(=O)C.Br[CH2:42][CH2:43][CH2:44][C:45]([CH2:56][CH3:57])([O:48][Si:49]([CH2:54][CH3:55])([CH2:52][CH3:53])[CH2:50][CH3:51])[CH2:46][CH3:47].CO.[OH-].[K+]. Product: [Si:26]([O:25][C@@H:19]1[C@@:20]2([CH3:21])[C:15](=[CH:14][CH:13]=[C:12]3[C@@H:22]2[CH2:23][CH2:24][C@@:7]2([CH3:8])[C@H:9]3[CH2:10][CH:11]=[C:6]2[CH2:5][S:4][CH2:42][CH2:43][CH2:44][C:45]([CH2:56][CH3:57])([O:48][Si:49]([CH2:54][CH3:55])([CH2:52][CH3:53])[CH2:50][CH3:51])[CH2:46][CH3:47])[CH2:16][C@@H:17]([O:33][Si:34]([C:37]([CH3:40])([CH3:39])[CH3:38])([CH3:35])[CH3:36])[CH2:18]1)([C:29]([CH3:32])([CH3:31])[CH3:30])([CH3:28])[CH3:27].